The task is: Predict the reaction yield, written as a fraction of the theoretical maximum amount of product (1.0 means a 100% yield; for example, 0.34 means a 34% yield).. This data is from Reaction yield outcomes from USPTO patents with 853,638 reactions. (1) The reactants are [F:1][C:2]1[CH:7]=[CH:6][CH:5]=[C:4]([O:8][C:9]2[CH:14]=[CH:13][C:12]([N+:15]([O-])=O)=[CH:11][CH:10]=2)[C:3]=1[F:18].O.NN. The catalyst is CO.[Ni]. The product is [F:18][C:3]1[C:2]([F:1])=[CH:7][CH:6]=[CH:5][C:4]=1[O:8][C:9]1[CH:10]=[CH:11][C:12]([NH2:15])=[CH:13][CH:14]=1. The yield is 0.870. (2) The reactants are [CH:1]1([OH:6])[CH2:5][CH2:4][CH2:3][CH2:2]1.[H-].[Na+].Cl[C:10]1[CH:19]=[CH:18][C:17]2[C:12](=[C:13]([C:20]3[NH:28][C:27]4[CH2:26][CH2:25][NH:24][C:23](=[O:29])[C:22]=4[CH:21]=3)[CH:14]=[CH:15][CH:16]=2)[N:11]=1.CCOC(C)=O. The catalyst is CN(C=O)C. The product is [CH:1]1([O:6][C:10]2[CH:19]=[CH:18][C:17]3[C:12](=[C:13]([C:20]4[NH:28][C:27]5[CH2:26][CH2:25][NH:24][C:23](=[O:29])[C:22]=5[CH:21]=4)[CH:14]=[CH:15][CH:16]=3)[N:11]=2)[CH2:5][CH2:4][CH2:3][CH2:2]1. The yield is 0.338. (3) The reactants are Cl[C:2]1[S:10][C:9]2[C:8]([C:11]([C:13]3[S:14][CH:15]=[CH:16][CH:17]=3)=[O:12])=[N:7][C:6]([NH:18][CH2:19][C:20]3[CH:21]=[N:22][CH:23]=[CH:24][CH:25]=3)=[N:5][C:4]=2[CH:3]=1.[CH2:26]([NH2:28])[CH3:27].Cl. The catalyst is CC(N(C)C)=O. The yield is 0.400. The product is [CH2:26]([NH:28][C:2]1[S:10][C:9]2[C:8]([C:11]([C:13]3[S:14][CH:15]=[CH:16][CH:17]=3)=[O:12])=[N:7][C:6]([NH:18][CH2:19][C:20]3[CH:21]=[N:22][CH:23]=[CH:24][CH:25]=3)=[N:5][C:4]=2[CH:3]=1)[CH3:27]. (4) The reactants are C[O:2][C:3](=O)[CH2:4][C:5]1([CH2:15][N+:16]([O-])=O)[CH2:14][CH2:13][C:8]2([O:12][CH2:11][CH2:10][O:9]2)[CH2:7][CH2:6]1. The catalyst is CO.[Ni]. The product is [O:12]1[C:8]2([CH2:13][CH2:14][C:5]3([CH2:4][C:3](=[O:2])[NH:16][CH2:15]3)[CH2:6][CH2:7]2)[O:9][CH2:10][CH2:11]1. The yield is 0.960. (5) The reactants are [CH3:1][C:2]1[CH:3]=[C:4]([C:17]2[N:21]([CH:22]3[CH2:27][CH2:26][CH2:25][CH2:24][O:23]3)[CH:20]=[N:19][N:18]=2)[CH:5]=[CH:6][C:7]=1B1OC(C)(C)C(C)(C)O1.FC(F)(F)C(O)=O.Br[C:36]1[N:41]=[C:40]2[NH:42][C:43](=[O:46])[CH2:44][NH:45][C:39]2=[N:38][CH:37]=1.ClCCl.C(=O)([O-])[O-].[Na+].[Na+]. The catalyst is C1C=CC(P(C2C=CC=CC=2)[C-]2C=CC=C2)=CC=1.C1C=CC(P(C2C=CC=CC=2)[C-]2C=CC=C2)=CC=1.Cl[Pd]Cl.[Fe+2].C(O)(C)C.O1CCOCC1. The product is [CH3:1][C:2]1[CH:3]=[C:4]([C:17]2[N:21]([CH:22]3[CH2:27][CH2:26][CH2:25][CH2:24][O:23]3)[CH:20]=[N:19][N:18]=2)[CH:5]=[CH:6][C:7]=1[C:36]1[N:41]=[C:40]2[NH:42][C:43](=[O:46])[CH2:44][NH:45][C:39]2=[N:38][CH:37]=1. The yield is 0.150. (6) The product is [O:14]=[C:11]([CH3:10])[CH2:12][C:13]([O:9][C@@H:7]([C:1]1[CH:6]=[CH:5][CH:4]=[CH:3][CH:2]=1)[CH3:8])=[O:15]. The catalyst is O1CCCC1.CN(C1C=CN=CC=1)C. The reactants are [C:1]1([C@H:7]([OH:9])[CH3:8])[CH:6]=[CH:5][CH:4]=[CH:3][CH:2]=1.[CH2:10]=[C:11]1[O:14][C:13](=[O:15])[CH2:12]1. The yield is 1.00.